From a dataset of Peptide-MHC class I binding affinity with 185,985 pairs from IEDB/IMGT. Regression. Given a peptide amino acid sequence and an MHC pseudo amino acid sequence, predict their binding affinity value. This is MHC class I binding data. (1) The peptide sequence is GTVPTDNPF. The MHC is HLA-A02:16 with pseudo-sequence HLA-A02:16. The binding affinity (normalized) is 0.0847. (2) The peptide sequence is IRFRYCAP. The MHC is Mamu-B03 with pseudo-sequence Mamu-B03. The binding affinity (normalized) is 0.322. (3) The peptide sequence is AAFQNPWLI. The MHC is H-2-Kb with pseudo-sequence H-2-Kb. The binding affinity (normalized) is 0.149. (4) The peptide sequence is IMITYWDLI. The MHC is HLA-A02:01 with pseudo-sequence HLA-A02:01. The binding affinity (normalized) is 0.567. (5) The peptide sequence is APVLRDIDL. The MHC is HLA-B35:01 with pseudo-sequence HLA-B35:01. The binding affinity (normalized) is 0.